Dataset: CYP2C19 inhibition data for predicting drug metabolism from PubChem BioAssay. Task: Regression/Classification. Given a drug SMILES string, predict its absorption, distribution, metabolism, or excretion properties. Task type varies by dataset: regression for continuous measurements (e.g., permeability, clearance, half-life) or binary classification for categorical outcomes (e.g., BBB penetration, CYP inhibition). Dataset: cyp2c19_veith. The molecule is Cc1ccc(C)c(NC(=O)C2CC3c4ccccc4C2c2ccccc23)c1. The result is 1 (inhibitor).